Dataset: Full USPTO retrosynthesis dataset with 1.9M reactions from patents (1976-2016). Task: Predict the reactants needed to synthesize the given product. (1) Given the product [CH2:14]([C:16]1[CH:17]=[C:18]2[C:22](=[CH:23][CH:24]=1)[NH:21][C:20](=[O:25])[C:19]2=[CH:11][C:8]1[NH:9][CH:10]=[C:6]([CH2:5][CH2:4][C:1]([OH:3])=[O:2])[C:7]=1[CH3:13])[CH3:15], predict the reactants needed to synthesize it. The reactants are: [C:1]([CH2:4][CH2:5][C:6]1[C:7]([CH3:13])=[C:8]([CH:11]=O)[NH:9][CH:10]=1)([OH:3])=[O:2].[CH2:14]([C:16]1[CH:17]=[C:18]2[C:22](=[CH:23][CH:24]=1)[NH:21][C:20](=[O:25])[CH2:19]2)[CH3:15].N1CCCCC1. (2) The reactants are: [C:1]1([CH:7]([C:32]2[CH:37]=[CH:36][CH:35]=[CH:34][CH:33]=2)[N:8]2[C:16]3[C:11](=[CH:12][CH:13]=[CH:14][CH:15]=3)[C:10]([CH2:29]O)([C:17]3[CH:22]=[CH:21][C:20]([O:23][C:24]([F:27])([F:26])[F:25])=[CH:19][C:18]=3[OH:28])[C:9]2=[O:31])[CH:6]=[CH:5][CH:4]=[CH:3][CH:2]=1.C1(P(C2C=CC=CC=2)C2C=CC=CC=2)C=CC=CC=1.N(C(OCC)=O)=NC(OCC)=O. Given the product [C:32]1([CH:7]([C:1]2[CH:2]=[CH:3][CH:4]=[CH:5][CH:6]=2)[N:8]2[C:16]3[C:11](=[CH:12][CH:13]=[CH:14][CH:15]=3)[C:10]3([C:17]4[CH:22]=[CH:21][C:20]([O:23][C:24]([F:26])([F:25])[F:27])=[CH:19][C:18]=4[O:28][CH2:29]3)[C:9]2=[O:31])[CH:37]=[CH:36][CH:35]=[CH:34][CH:33]=1, predict the reactants needed to synthesize it.